Task: Predict the reactants needed to synthesize the given product.. Dataset: Full USPTO retrosynthesis dataset with 1.9M reactions from patents (1976-2016) (1) Given the product [CH3:23][NH:22][C:17]1[CH:16]=[C:15]([C:6]2[CH:7]=[CH:8][C:3]([C:2]([F:13])([F:12])[F:1])=[CH:4][CH:5]=2)[N:20]=[C:19]([NH2:21])[N:18]=1, predict the reactants needed to synthesize it. The reactants are: [F:1][C:2]([F:13])([F:12])[C:3]1[CH:8]=[CH:7][C:6](B(O)O)=[CH:5][CH:4]=1.Cl[C:15]1[N:20]=[C:19]([NH2:21])[N:18]=[C:17]([NH:22][CH3:23])[CH:16]=1. (2) Given the product [F:42][C:37]1[CH:36]=[C:35]([C:16]2[CH:17]=[CH:18][C:19]([C:20]([NH:22][C:23]3([C:31]([O:33][CH3:34])=[O:32])[CH2:30][CH2:29][CH2:28][CH2:27][CH2:26][CH2:25][CH2:24]3)=[O:21])=[C:14]([NH:13][C:11]([NH:10][C:3]3[C:2]([CH3:1])=[CH:7][C:6]([CH3:8])=[CH:5][C:4]=3[CH3:9])=[O:12])[CH:15]=2)[CH:40]=[CH:39][C:38]=1[F:41], predict the reactants needed to synthesize it. The reactants are: [CH3:1][C:2]1[CH:7]=[C:6]([CH3:8])[CH:5]=[C:4]([CH3:9])[C:3]=1[N:10]=[C:11]=[O:12].[NH2:13][C:14]1[CH:15]=[C:16]([C:35]2[CH:40]=[CH:39][C:38]([F:41])=[C:37]([F:42])[CH:36]=2)[CH:17]=[CH:18][C:19]=1[C:20]([NH:22][C:23]1([C:31]([O:33][CH3:34])=[O:32])[CH2:30][CH2:29][CH2:28][CH2:27][CH2:26][CH2:25][CH2:24]1)=[O:21].CCCCCC.C(OCC)(=O)C. (3) Given the product [NH3:26].[CH2:1]([O:8][C:9]1[CH:14]=[CH:13][C:12]([C@@H:15]([O:18][Si:19]([C:22]([CH3:25])([CH3:24])[CH3:23])([CH3:21])[CH3:20])[CH2:16][NH:31][CH2:32][CH2:33][C:34]2[CH:35]=[CH:36][C:37]([O:38][CH2:39][CH2:40][CH2:41][CH2:42][C:43]3[CH:48]=[CH:47][C:46]([OH:49])=[C:45]([C@@H:50]([C:60]4[CH:61]=[CH:62][CH:63]=[CH:64][CH:65]=4)[CH2:51][CH2:52][N:53]([CH:54]([CH3:56])[CH3:55])[CH:57]([CH3:58])[CH3:59])[CH:44]=3)=[CH:66][CH:67]=2)=[CH:11][C:10]=1[NH:26][CH:27]=[O:28])[C:2]1[CH:7]=[CH:6][CH:5]=[CH:4][CH:3]=1, predict the reactants needed to synthesize it. The reactants are: [CH2:1]([O:8][C:9]1[CH:14]=[CH:13][C:12]([C@@H:15]([O:18][Si:19]([C:22]([CH3:25])([CH3:24])[CH3:23])([CH3:21])[CH3:20])[CH2:16]Br)=[CH:11][C:10]=1[NH:26][CH:27]=[O:28])[C:2]1[CH:7]=[CH:6][CH:5]=[CH:4][CH:3]=1.Cl.Cl.[NH2:31][CH2:32][CH2:33][C:34]1[CH:67]=[CH:66][C:37]([O:38][CH2:39][CH2:40][CH2:41][CH2:42][C:43]2[CH:48]=[CH:47][C:46]([OH:49])=[C:45]([C@@H:50]([C:60]3[CH:65]=[CH:64][CH:63]=[CH:62][CH:61]=3)[CH2:51][CH2:52][N:53]([CH:57]([CH3:59])[CH3:58])[CH:54]([CH3:56])[CH3:55])[CH:44]=2)=[CH:36][CH:35]=1.C(=O)([O-])O.[Na+].[I-].[K+].C(#N)CC.NCCC1C=CC(OCCCCC2C=CC(O)=C([C@@H](C3C=CC=CC=3)CCN(C(C)C)C(C)C)C=2)=CC=1. (4) Given the product [NH2:36][C:37]1([C:41]2[CH:42]=[CH:43][C:44]([C:47]3[C:56](=[O:57])[C:55]4[C:50](=[CH:51][C:52]([O:60][CH3:61])=[C:53]([C:58]#[N:59])[CH:54]=4)[O:49][C:48]=3[C:62]3[CH:63]=[CH:64][CH:65]=[CH:66][CH:67]=3)=[CH:45][CH:46]=2)[CH2:38][CH2:39][CH2:40]1, predict the reactants needed to synthesize it. The reactants are: NC1(C2C=CC(C3C(=O)C4C(=CC=C(F)C=4)OC=3C3C=CC=CC=3)=CC=2)CCC1.C(OC(=O)[NH:36][C:37]1([C:41]2[CH:46]=[CH:45][C:44]([C:47]3[C:56](=[O:57])[C:55]4[C:50](=[CH:51][C:52]([O:60][CH3:61])=[C:53]([C:58]#[N:59])[CH:54]=4)[O:49][C:48]=3[C:62]3[CH:67]=[CH:66][CH:65]=[CH:64][CH:63]=3)=[CH:43][CH:42]=2)[CH2:40][CH2:39][CH2:38]1)(C)(C)C.